This data is from Catalyst prediction with 721,799 reactions and 888 catalyst types from USPTO. The task is: Predict which catalyst facilitates the given reaction. Reactant: [Cl:1][C:2]1[CH:3]=[C:4]([C:8]2[C:13]3[N:14]=[C:15](N)[S:16][C:12]=3[CH:11]=[C:10]([CH3:18])[C:9]=2[F:19])[CH:5]=[CH:6][CH:7]=1.N(OC(C)(C)C)=O. Product: [Cl:1][C:2]1[CH:3]=[C:4]([C:8]2[C:13]3[N:14]=[CH:15][S:16][C:12]=3[CH:11]=[C:10]([CH3:18])[C:9]=2[F:19])[CH:5]=[CH:6][CH:7]=1. The catalyst class is: 12.